Dataset: Full USPTO retrosynthesis dataset with 1.9M reactions from patents (1976-2016). Task: Predict the reactants needed to synthesize the given product. Given the product [NH2:20][C:18]1[C:17]2[NH:28][C:29](=[O:38])[N:30]([CH2:31][C:32]3[CH:37]=[CH:36][CH:35]=[CH:34][CH:33]=3)[C:16]=2[CH:15]=[C:14]([CH2:13][CH2:12][NH:7][CH2:8][CH2:9][O:10][CH3:11])[N:19]=1, predict the reactants needed to synthesize it. The reactants are: C(OC(=O)[N:7]([CH2:12][CH2:13][C:14]1[N:19]=[C:18]([NH:20]CC2C=CC=CC=2)[C:17]2[NH:28][C:29](=[O:38])[N:30]([CH2:31][C:32]3[CH:37]=[CH:36][CH:35]=[CH:34][CH:33]=3)[C:16]=2[CH:15]=1)[CH2:8][CH2:9][O:10][CH3:11])(C)(C)C.O.C([O-])(O)=O.[Na+].